This data is from Reaction yield outcomes from USPTO patents with 853,638 reactions. The task is: Predict the reaction yield, written as a fraction of the theoretical maximum amount of product (1.0 means a 100% yield; for example, 0.34 means a 34% yield). (1) The reactants are [C@H:1]1([NH:10][C:11]2[CH:20]=[CH:19][C:18]3[C:17]([C:21]#[N:22])=[CH:16][CH:15]=[CH:14][C:13]=3[N:12]=2)[C:9]2[C:4](=[CH:5][CH:6]=[CH:7][CH:8]=2)[CH2:3][CH2:2]1.[F:23][C:24]1[CH:29]=[CH:28][C:27]([Mg]Br)=[CH:26][CH:25]=1.Cl.[OH-].[Na+]. The catalyst is C1COCC1. The product is [F:23][C:24]1[CH:29]=[CH:28][C:27]([C:21](=[NH:22])[C:17]2[CH:16]=[CH:15][CH:14]=[C:13]3[C:18]=2[CH:19]=[CH:20][C:11]([NH:10][C@H:1]2[C:9]4[C:4](=[CH:5][CH:6]=[CH:7][CH:8]=4)[CH2:3][CH2:2]2)=[N:12]3)=[CH:26][CH:25]=1. The yield is 0.550. (2) The reactants are Cl[C:2]1[C:7]([CH:8]=[O:9])=[C:6]([N:10]2[CH2:23][CH2:22][N:13]3[C:14]4[CH2:15][CH2:16][CH2:17][CH2:18][C:19]=4[C:20]([F:21])=[C:12]3[C:11]2=[O:24])[N:5]=[CH:4][CH:3]=1.[CH3:25][N:26]1[CH:31]=[C:30](B2OC(C)(C)C(C)(C)O2)[CH:29]=[C:28]([NH:41][C:42]2[CH:47]=[CH:46][CH:45]=[CH:44][N:43]=2)[C:27]1=[O:48].C([O-])(=O)C.[Na+].[O-]P([O-])([O-])=O.[K+].[K+].[K+]. The catalyst is C1C=CC(P(C2C=CC=CC=2)[C-]2C=CC=C2)=CC=1.C1C=CC(P(C2C=CC=CC=2)[C-]2C=CC=C2)=CC=1.Cl[Pd]Cl.[Fe+2].O.C(#N)C. The product is [F:21][C:20]1[C:19]2[CH2:18][CH2:17][CH2:16][CH2:15][C:14]=2[N:13]2[CH2:22][CH2:23][N:10]([C:6]3[N:5]=[CH:4][CH:3]=[C:2]([C:30]4[CH:29]=[C:28]([NH:41][C:42]5[CH:47]=[CH:46][CH:45]=[CH:44][N:43]=5)[C:27](=[O:48])[N:26]([CH3:25])[CH:31]=4)[C:7]=3[CH:8]=[O:9])[C:11](=[O:24])[C:12]=12. The yield is 0.610.